This data is from Forward reaction prediction with 1.9M reactions from USPTO patents (1976-2016). The task is: Predict the product of the given reaction. (1) Given the reactants [NH:1]([C:8]1[CH:13]=[CH:12][C:11]([NH:14][C:15](=[O:20])[CH2:16][C:17](=O)[CH3:18])=[CH:10][CH:9]=1)[C:2]1[CH:7]=[CH:6][CH:5]=[CH:4][CH:3]=1.[NH3:21].[H][H], predict the reaction product. The product is: [NH2:21][CH:17]([CH3:18])[CH2:16][C:15]([NH:14][C:11]1[CH:12]=[CH:13][C:8]([NH:1][C:2]2[CH:7]=[CH:6][CH:5]=[CH:4][CH:3]=2)=[CH:9][CH:10]=1)=[O:20]. (2) Given the reactants [C:1]([O:5][C:6]([NH:8][C:9]1[CH:14]=[CH:13][C:12]([S:15][C:16]2[CH:24]=[CH:23][C:19]([C:20](O)=[O:21])=[CH:18][C:17]=2[NH:25][C:26]2[C:27]3[CH:35]=[CH:34][C:33]([CH:36]([CH3:38])[CH3:37])=[N:32][C:28]=3[N:29]=[CH:30][N:31]=2)=[CH:11][CH:10]=1)=[O:7])([CH3:4])([CH3:3])[CH3:2].[CH3:39][C:40]1[CH:47]=[CH:46][CH:45]=[CH:44][C:41]=1[CH2:42][NH2:43], predict the reaction product. The product is: [C:1]([O:5][C:6](=[O:7])[NH:8][C:9]1[CH:14]=[CH:13][C:12]([S:15][C:16]2[CH:24]=[CH:23][C:19]([C:20](=[O:21])[NH:43][CH2:42][C:41]3[CH:44]=[CH:45][CH:46]=[CH:47][C:40]=3[CH3:39])=[CH:18][C:17]=2[NH:25][C:26]2[C:27]3[CH:35]=[CH:34][C:33]([CH:36]([CH3:38])[CH3:37])=[N:32][C:28]=3[N:29]=[CH:30][N:31]=2)=[CH:11][CH:10]=1)([CH3:4])([CH3:3])[CH3:2]. (3) Given the reactants C(OC([NH:8][CH:9]1[CH2:13][N:12]([C:14]2[CH:23]=[CH:22][C:17]([C:18]([O:20][CH3:21])=[O:19])=[C:16]([CH3:24])[CH:15]=2)[C:11](=[O:25])[CH2:10]1)=O)(C)(C)C.[C:26]([OH:32])([C:28]([F:31])([F:30])[F:29])=[O:27], predict the reaction product. The product is: [F:29][C:28]([F:31])([F:30])[C:26]([OH:32])=[O:27].[NH2:8][CH:9]1[CH2:13][N:12]([C:14]2[CH:23]=[CH:22][C:17]([C:18]([O:20][CH3:21])=[O:19])=[C:16]([CH3:24])[CH:15]=2)[C:11](=[O:25])[CH2:10]1. (4) Given the reactants [F:1][C:2]1[CH:3]=[C:4]2[C:9](=[CH:10][CH:11]=1)[CH:8]=[N:7][C:6]([NH:12][C:13](=[O:43])[O:14][CH2:15][C@@H:16]([N:29]([CH3:42])[C:30]([NH:32][CH2:33][C:34]1[CH:39]=[CH:38][CH:37]=[C:36]([F:40])[C:35]=1[Cl:41])=[O:31])[CH2:17][C:18]([CH3:28])([CH3:27])[CH2:19][O:20][P:21]([O:25]C)([O:23]C)=[O:22])=[CH:5]2.[Si](I)(C)(C)C, predict the reaction product. The product is: [F:1][C:2]1[CH:3]=[C:4]2[C:9](=[CH:10][CH:11]=1)[CH:8]=[N:7][C:6]([NH:12][C:13](=[O:43])[O:14][CH2:15][C@@H:16]([N:29]([CH3:42])[C:30]([NH:32][CH2:33][C:34]1[CH:39]=[CH:38][CH:37]=[C:36]([F:40])[C:35]=1[Cl:41])=[O:31])[CH2:17][C:18]([CH3:27])([CH3:28])[CH2:19][O:20][P:21]([OH:23])([OH:25])=[O:22])=[CH:5]2. (5) Given the reactants [N:1]1([C:8]2[CH:16]=[CH:15][C:11]([C:12]([OH:14])=O)=[CH:10][C:9]=2[C:17]([F:20])([F:19])[F:18])[CH2:7][CH2:6][CH2:5][CH2:4][CH2:3][CH2:2]1.[CH3:21][O:22][C:23]1[CH:24]=[C:25]([CH:27]=[CH:28][CH:29]=1)[NH2:26], predict the reaction product. The product is: [N:1]1([C:8]2[CH:16]=[CH:15][C:11]([C:12]([NH:26][C:25]3[CH:27]=[CH:28][CH:29]=[C:23]([O:22][CH3:21])[CH:24]=3)=[O:14])=[CH:10][C:9]=2[C:17]([F:20])([F:19])[F:18])[CH2:2][CH2:3][CH2:4][CH2:5][CH2:6][CH2:7]1.